This data is from Human Reference Interactome with 51,813 positive PPI pairs across 8,248 proteins, plus equal number of experimentally-validated negative pairs. The task is: Binary Classification. Given two protein amino acid sequences, predict whether they physically interact or not. Protein 1 (ENSG00000136243) has sequence MAICQFFLQGRCRFGDRCWNEHPGARGAGGGRQQPQQQPSGNNRRGWNTTSQRYSNVIQPSSFSKSTPWGGSRDQEKPYFSSFDSGASTNRKEGFGLSENPFASLSPDEQKDEKKLLEGIVKDMEVWESSGQWMFSVYSPVKKKPNISGFTDISPEELRLEYHNFLTSNNLQSYLNSVQRLINQWRNRVNELKSLNISTKVALLSDVKDGVNQAAPAFGFGSSQAATFMSPGFPVNNSSSDNAQNFSFKTNSGFAAASSGSPAGFGSSPAFGAAASTSSGISTSAPAFGFGKPEVTSAAS.... Protein 2 (ENSG00000114520) has sequence MEQAPPDPERQLQPAPLEPLGSPDAGLGAAVGKEAEGAGEESSGVDTMTHNNFWLKKIEISVSEAEKRTGRNAMNMQETYTAYLIETRSVEHTDGQSVLTDSLWRRYSEFELLRSYLLVYYPHIVVPPLPEKRAEFVWHKLSADNMDPDFVERRRIGLENFLLRIASHPILCRDKIFYLFLTQEGNWKETVNETGFQLKADSRLKALNATFRVKNPDKRFTDLKHYSDELQSVISHLLRVRARVADRLYGVYKVHGNYGRVFSEWSAIEKEMGDGLQSAGHHMDVYASSIDDILEDEEHY.... Result: 0 (the proteins do not interact).